Dataset: Forward reaction prediction with 1.9M reactions from USPTO patents (1976-2016). Task: Predict the product of the given reaction. Given the reactants [NH2:1][C:2]1[CH:7]=[CH:6][C:5]([CH2:8][C@H:9]([NH:35][C:36](=[O:48])[C@@H:37]([N:39]([CH3:47])[C:40](=[O:46])[O:41][C:42]([CH3:45])([CH3:44])[CH3:43])[CH3:38])[C:10](=[O:34])[N:11]2[C@H:20]([C:21](=[O:33])[NH:22][C@H:23]3[C:32]4[C:27](=[CH:28][CH:29]=[CH:30][CH:31]=4)[CH2:26][CH2:25][CH2:24]3)[CH2:19][C:18]3[C:13](=[CH:14][CH:15]=[CH:16][CH:17]=3)[CH2:12]2)=[CH:4][CH:3]=1.[CH:49]([C:51]1[CH:59]=[CH:58][C:54]([C:55]([OH:57])=[O:56])=[CH:53][CH:52]=1)=O.CC(O)=O.[BH-](OC(C)=O)(OC(C)=O)OC(C)=O.[Na+], predict the reaction product. The product is: [C:42]([O:41][C:40]([N:39]([CH3:47])[C@@H:37]([CH3:38])[C:36]([NH:35][C@H:9]([C:10](=[O:34])[N:11]1[C@H:20]([C:21](=[O:33])[NH:22][C@H:23]2[C:32]3[C:27](=[CH:28][CH:29]=[CH:30][CH:31]=3)[CH2:26][CH2:25][CH2:24]2)[CH2:19][C:18]2[C:13](=[CH:14][CH:15]=[CH:16][CH:17]=2)[CH2:12]1)[CH2:8][C:5]1[CH:4]=[CH:3][C:2]([NH:1][CH2:49][C:51]2[CH:59]=[CH:58][C:54]([C:55]([OH:57])=[O:56])=[CH:53][CH:52]=2)=[CH:7][CH:6]=1)=[O:48])=[O:46])([CH3:43])([CH3:44])[CH3:45].